Dataset: Full USPTO retrosynthesis dataset with 1.9M reactions from patents (1976-2016). Task: Predict the reactants needed to synthesize the given product. (1) Given the product [CH:67]1[C:76]2[C:71](=[C:72]([C:44]3[CH:49]=[CH:48][C:47]([C:50]([F:53])([F:52])[F:51])=[CH:46][C:45]=3[C:54]3[CH2:59][CH2:58][N:57]([C:60]([O:62][C:63]([CH3:66])([CH3:65])[CH3:64])=[O:61])[CH2:56][CH:55]=3)[CH:73]=[CH:74][CH:75]=2)[CH:70]=[CH:69][N:68]=1, predict the reactants needed to synthesize it. The reactants are: B1(C2CCN(C(OC(C)(C)C)=O)CC=2)OC(C)(C)C(C)(C)O1.BrC1C=CC(C(F)(F)F)=CC=1I.P([O-])([O-])([O-])=O.[K+].[K+].[K+].Br[C:44]1[CH:49]=[CH:48][C:47]([C:50]([F:53])([F:52])[F:51])=[CH:46][C:45]=1[C:54]1[CH2:59][CH2:58][N:57]([C:60]([O:62][C:63]([CH3:66])([CH3:65])[CH3:64])=[O:61])[CH2:56][CH:55]=1.[CH:67]1[C:76]2[C:71](=[C:72](B(O)O)[CH:73]=[CH:74][CH:75]=2)[CH:70]=[CH:69][N:68]=1. (2) Given the product [F:15][C:14]([F:17])([F:16])[C:6]1[CH:5]=[C:4]([CH:2]([N:18]=[N+:19]=[N-:20])[CH3:3])[CH:9]=[C:8]([C:10]([F:13])([F:12])[F:11])[CH:7]=1, predict the reactants needed to synthesize it. The reactants are: Br[C@@H:2]([C:4]1[CH:9]=[C:8]([C:10]([F:13])([F:12])[F:11])[CH:7]=[C:6]([C:14]([F:17])([F:16])[F:15])[CH:5]=1)[CH3:3].[N-:18]=[N+:19]=[N-:20].[Na+]. (3) Given the product [C:14]([C:11]1[N:12]([CH3:13])[C:8]([C:5]2[CH:6]=[CH:7][C:2]([NH:1][S:22]([C:19]3[CH:20]=[CH:21][C:16]([CH3:26])=[CH:17][CH:18]=3)(=[O:24])=[O:23])=[CH:3][CH:4]=2)=[CH:9][CH:10]=1)#[N:15], predict the reactants needed to synthesize it. The reactants are: [NH2:1][C:2]1[CH:7]=[CH:6][C:5]([C:8]2[N:12]([CH3:13])[C:11]([C:14]#[N:15])=[CH:10][CH:9]=2)=[CH:4][CH:3]=1.[C:16]1([CH3:26])[CH:21]=[CH:20][C:19]([S:22](Cl)(=[O:24])=[O:23])=[CH:18][CH:17]=1. (4) Given the product [Cl:1][C:2]1[N:6]([CH:7]([CH3:9])[CH3:8])[N:5]=[CH:4][C:3]=1[NH2:10], predict the reactants needed to synthesize it. The reactants are: [Cl:1][C:2]1[N:6]([CH:7]([CH3:9])[CH3:8])[N:5]=[CH:4][C:3]=1[N+:10]([O-])=O.[Cl-].[NH4+]. (5) The reactants are: [Cl:1][C:2]1[CH:3]=[C:4]([CH:8]=[CH:9][C:10]=1[N:11]([CH2:28][CH2:29][OH:30])[C:12]([C:14]1[S:27][C:17]2[C:18]3[CH:26]=[CH:25][CH:24]=[CH:23][C:19]=3[O:20][CH2:21][CH2:22][C:16]=2[CH:15]=1)=[O:13])[C:5](O)=[O:6].CN(C(ON1N=NC2C=CC=NC1=2)=[N+](C)C)C.F[P-](F)(F)(F)(F)F.CCN(C(C)C)C(C)C.[N:64]1([C:70]([O:72][C:73]([CH3:76])([CH3:75])[CH3:74])=[O:71])[CH2:69][CH2:68][NH:67][CH2:66][CH2:65]1. Given the product [Cl:1][C:2]1[CH:3]=[C:4]([CH:8]=[CH:9][C:10]=1[N:11]([CH2:28][CH2:29][OH:30])[C:12]([C:14]1[S:27][C:17]2[C:18]3[CH:26]=[CH:25][CH:24]=[CH:23][C:19]=3[O:20][CH2:21][CH2:22][C:16]=2[CH:15]=1)=[O:13])[C:5]([N:67]1[CH2:68][CH2:69][N:64]([C:70]([O:72][C:73]([CH3:76])([CH3:75])[CH3:74])=[O:71])[CH2:65][CH2:66]1)=[O:6], predict the reactants needed to synthesize it. (6) Given the product [CH3:1][C:2]1[CH:6]=[C:5]([NH:7][C:8]([N:30]2[CH2:31][CH2:32][N:27]([C:25]3[S:24][N:23]=[C:22]([C:16]4[CH:21]=[CH:20][CH:19]=[CH:18][CH:17]=4)[N:26]=3)[CH2:28][CH2:29]2)=[O:15])[S:4][N:3]=1, predict the reactants needed to synthesize it. The reactants are: [CH3:1][C:2]1[CH:6]=[C:5]([NH:7][C:8](=[O:15])OCC(Cl)(Cl)Cl)[S:4][N:3]=1.[C:16]1([C:22]2[N:26]=[C:25]([N:27]3[CH2:32][CH2:31][NH:30][CH2:29][CH2:28]3)[S:24][N:23]=2)[CH:21]=[CH:20][CH:19]=[CH:18][CH:17]=1.C(N(C(C)C)CC)(C)C.O. (7) Given the product [CH3:61][O:62][CH2:63][CH2:64][NH:65][C:36]([CH:16]1[CH2:15][N:14]([S:11]([C:7]2[CH:6]=[C:5]3[C:10]([C:2]([Cl:1])=[CH:3][NH:4]3)=[CH:9][CH:8]=2)(=[O:13])=[O:12])[CH2:19][C:18](=[O:20])[N:17]1[CH2:21][CH:22]1[CH2:23][CH2:24][N:25]([C:28]2[CH:33]=[CH:32][C:31](=[O:34])[N:30]([CH3:35])[N:29]=2)[CH2:26][CH2:27]1)=[O:38], predict the reactants needed to synthesize it. The reactants are: [Cl:1][C:2]1[C:10]2[C:5](=[CH:6][C:7]([S:11]([N:14]3[CH2:19][C:18](=[O:20])[N:17]([CH2:21][CH:22]4[CH2:27][CH2:26][N:25]([C:28]5[CH:33]=[CH:32][C:31](=[O:34])[N:30]([CH3:35])[N:29]=5)[CH2:24][CH2:23]4)[CH:16]([C:36]([OH:38])=O)[CH2:15]3)(=[O:13])=[O:12])=[CH:8][CH:9]=2)[NH:4][CH:3]=1.F[B-](F)(F)F.N1(OC(N(C)C)=[N+](C)C)C2C=CC=CC=2N=N1.[CH3:61][O:62][CH2:63][CH2:64][NH2:65]. (8) The reactants are: [CH2:1]([O:8][C:9]([N:11]([CH2:19][CH2:20][CH2:21][OH:22])[C:12]1[CH:17]=[CH:16][CH:15]=[CH:14][N+:13]=1[O-:18])=[O:10])[C:2]1[CH:7]=[CH:6][CH:5]=[CH:4][CH:3]=1.C(N(CC)CC)C.[CH3:30][S:31](Cl)(=[O:33])=[O:32]. Given the product [CH3:30][S:31]([O:22][CH2:21][CH2:20][CH2:19][N:11]([C:9]([O:8][CH2:1][C:2]1[CH:7]=[CH:6][CH:5]=[CH:4][CH:3]=1)=[O:10])[C:12]1[CH:17]=[CH:16][CH:15]=[CH:14][N+:13]=1[O-:18])(=[O:33])=[O:32], predict the reactants needed to synthesize it.